From a dataset of Reaction yield outcomes from USPTO patents with 853,638 reactions. Predict the reaction yield, written as a fraction of the theoretical maximum amount of product (1.0 means a 100% yield; for example, 0.34 means a 34% yield). (1) The reactants are B(Br)(Br)Br.C([O:12][C:13]1[CH:14]=[C:15]([F:31])[CH:16]=[C:17]([CH:19]=[CH:20][C:21]2[CH:26]=[CH:25][C:24]([O:27][C:28](=[O:30])[CH3:29])=[CH:23][CH:22]=2)[CH:18]=1)C1C=CC=CC=1.CO. The catalyst is C(Cl)Cl. The product is [C:28]([O:27][C:24]1[CH:25]=[CH:26][C:21]([CH:20]=[CH:19][C:17]2[CH:18]=[C:13]([OH:12])[CH:14]=[C:15]([F:31])[CH:16]=2)=[CH:22][CH:23]=1)(=[O:30])[CH3:29]. The yield is 0.610. (2) The reactants are [CH:1]1([N:7]2[C:11]3[CH:12]=[CH:13][C:14]([C:16]([O:18][CH2:19][CH3:20])=[O:17])=[CH:15][C:10]=3[N:9]=[C:8]2[C:21]2[CH:26]=[CH:25][C:24]([O:27][C:28]3[CH:33]=[CH:32][CH:31]=[C:30]([OH:34])[CH:29]=3)=[CH:23][CH:22]=2)[CH2:6][CH2:5][CH2:4][CH2:3][CH2:2]1.[H-].[Na+].Cl.Cl[CH2:39][C:40]1[CH:45]=[CH:44][N:43]=[CH:42][CH:41]=1.O. The catalyst is CN(C)C=O. The product is [CH:1]1([N:7]2[C:11]3[CH:12]=[CH:13][C:14]([C:16]([O:18][CH2:19][CH3:20])=[O:17])=[CH:15][C:10]=3[N:9]=[C:8]2[C:21]2[CH:22]=[CH:23][C:24]([O:27][C:28]3[CH:33]=[CH:32][CH:31]=[C:30]([O:34][CH2:39][C:40]4[CH:45]=[CH:44][N:43]=[CH:42][CH:41]=4)[CH:29]=3)=[CH:25][CH:26]=2)[CH2:2][CH2:3][CH2:4][CH2:5][CH2:6]1. The yield is 0.820. (3) The reactants are Cl[C:2]1[CH:7]=[CH:6][C:5]([CH2:8][OH:9])=[C:4](I)[CH:3]=1.CCN(CC)CC.N#N.[H][H].[C:22]([C:24]1[CH:30]=[CH:29][CH:28]=[CH:27][C:25]=1[NH2:26])#[CH:23].C(Cl)[Cl:32]. The catalyst is Cl[Pd](Cl)([P](C1C=CC=CC=1)(C1C=CC=CC=1)C1C=CC=CC=1)[P](C1C=CC=CC=1)(C1C=CC=CC=1)C1C=CC=CC=1.[Cu]I.C1COCC1. The product is [NH2:26][C:25]1[CH:27]=[CH:28][CH:29]=[CH:30][C:24]=1[C:22]#[C:23][C:4]1[CH:3]=[CH:2][C:7]([Cl:32])=[CH:6][C:5]=1[CH2:8][OH:9]. The yield is 0.950. (4) The reactants are C(OC(=O)[C:5]([CH2:11][C:12]1([C:15]2[CH:20]=[C:19]([F:21])[CH:18]=[CH:17][C:16]=2[O:22][CH3:23])[CH2:14][CH2:13]1)([OH:10])[C:6]([F:9])([F:8])[F:7])C.[H-].[Al+3].[Li+].[H-].[H-].[H-]. The catalyst is C1COCC1. The product is [F:9][C:6]([F:7])([F:8])[C:5](=[O:10])[CH2:11][C:12]1([C:15]2[CH:20]=[C:19]([F:21])[CH:18]=[CH:17][C:16]=2[O:22][CH3:23])[CH2:13][CH2:14]1. The yield is 0.780. (5) The reactants are [O:1]1[C:5]2[CH:6]=[CH:7][C:8]([CH:10]=[O:11])=[CH:9][C:4]=2[O:3][CH2:2]1.CC(=CC)C.Cl([O-])=[O:18].[Na+].Cl. The catalyst is CC(O)(C)C.O. The product is [O:1]1[C:5]2[CH:6]=[CH:7][C:8]([C:10]([OH:18])=[O:11])=[CH:9][C:4]=2[O:3][CH2:2]1. The yield is 0.860. (6) The reactants are [CH3:1][C@@H:2]1[CH2:7][NH:6][CH2:5][CH2:4][N:3]1[C:8]1[C:17]2[C:12](=[CH:13][CH:14]=[CH:15][CH:16]=2)[C:11]([C:18]2[CH:23]=[CH:22][CH:21]=[CH:20][CH:19]=2)=[N:10][N:9]=1.C(N(CC)CC)C.[C:31](Cl)(=[O:38])[C:32]1[CH:37]=[CH:36][CH:35]=[CH:34][CH:33]=1. The catalyst is ClCCl.C(OCC)(=O)C. The product is [CH3:1][C@H:2]1[N:3]([C:8]2[C:17]3[C:12](=[CH:13][CH:14]=[CH:15][CH:16]=3)[C:11]([C:18]3[CH:23]=[CH:22][CH:21]=[CH:20][CH:19]=3)=[N:10][N:9]=2)[CH2:4][CH2:5][N:6]([C:31]([C:32]2[CH:37]=[CH:36][CH:35]=[CH:34][CH:33]=2)=[O:38])[CH2:7]1. The yield is 0.750. (7) The reactants are [Cl:1][C:2]1[C:10]2[N:9]=[C:8]3[N:11]([C:15]4[CH:20]=[CH:19][C:18]([Cl:21])=[CH:17][C:16]=4[Cl:22])[CH2:12][CH2:13][CH2:14][N:7]3[C:6]=2[C:5]([CH:23]([OH:28])[C:24]([F:27])([F:26])[F:25])=[CH:4][CH:3]=1.C(N(CC)CC)C.[C:36](Cl)(=[O:38])[CH3:37]. The catalyst is O1CCCC1. The product is [C:36]([O:28][CH:23]([C:5]1[C:6]2[N:7]3[CH2:14][CH2:13][CH2:12][N:11]([C:15]4[CH:20]=[CH:19][C:18]([Cl:21])=[CH:17][C:16]=4[Cl:22])[C:8]3=[N:9][C:10]=2[C:2]([Cl:1])=[CH:3][CH:4]=1)[C:24]([F:25])([F:26])[F:27])(=[O:38])[CH3:37]. The yield is 1.00.